This data is from Forward reaction prediction with 1.9M reactions from USPTO patents (1976-2016). The task is: Predict the product of the given reaction. (1) Given the reactants [Cl:1][C:2]1[C:7]([N+:8]([O-])=O)=[CH:6][C:5]([N:11]2[C:16](=[O:17])[CH:15]=[C:14]([C:18]([F:21])([F:20])[F:19])[N:13]([CH3:22])[C:12]2=[O:23])=[C:4]([F:24])[CH:3]=1, predict the reaction product. The product is: [NH2:8][C:7]1[C:2]([Cl:1])=[CH:3][C:4]([F:24])=[C:5]([N:11]2[C:16](=[O:17])[CH:15]=[C:14]([C:18]([F:21])([F:20])[F:19])[N:13]([CH3:22])[C:12]2=[O:23])[CH:6]=1. (2) Given the reactants [Cl:1][C:2]1[C:14]([OH:15])=[C:13]2[C:5]([C:6]3[CH:7]=[CH:8][N:9]=[CH:10][C:11]=3[N:12]2[Cl:16])=[CH:4][CH:3]=1.C([O-])([O-])=O.[K+].[K+].[CH2:23](I)[CH3:24], predict the reaction product. The product is: [Cl:1][C:2]1[C:14]([O:15][CH2:23][CH3:24])=[C:13]2[C:5]([C:6]3[CH:7]=[CH:8][N:9]=[CH:10][C:11]=3[N:12]2[Cl:16])=[CH:4][CH:3]=1. (3) The product is: [Br:1][C:2]1[CH:10]=[CH:9][C:8]([F:11])=[CH:7][C:3]=1[CH2:4][CH2:5][Cl:19]. Given the reactants [Br:1][C:2]1[CH:10]=[CH:9][C:8]([F:11])=[CH:7][C:3]=1[CH2:4][CH2:5]O.CN(C)C=O.S(Cl)([Cl:19])=O, predict the reaction product. (4) Given the reactants [NH:1]1[CH:5]=[CH:4][N:3]=[CH:2]1.Cl.[F:7][C:8]1[S:12][C:11]([NH2:13])=[N:10][CH:9]=1.[S:14](Cl)(Cl)(=[O:16])=[O:15], predict the reaction product. The product is: [F:7][C:8]1[S:12][C:11]([NH:13][S:14]([N:1]2[CH:5]=[CH:4][N:3]=[CH:2]2)(=[O:16])=[O:15])=[N:10][CH:9]=1. (5) Given the reactants N.[O-:2][N+:3]1[C:8]2[CH:9]=[CH:10][CH:11]=[CH:12][C:7]=2[N+:6]([O-:13])=[C:5]([NH:14][CH2:15][CH2:16][N:17]([CH3:27])[CH2:18][CH2:19][NH:20][C:21](=[O:26])[C:22](F)(F)F)[N:4]=1.N1(C(C2[C:48]3[C:39](=[CH:40][C:41]4[C:46]([N:47]=3)=[C:45]([CH3:49])[CH:44]=[CH:43][CH:42]=4)[CH:38]=[CH:37][CH:36]=2)=O)C=CN=C1, predict the reaction product. The product is: [O-:2][N+:3]1[C:8]2[CH:9]=[CH:10][CH:11]=[CH:12][C:7]=2[N+:6]([O-:13])=[C:5]([NH:14][CH2:15][CH2:16][N:17]([CH3:27])[CH2:18][CH2:19][NH:20][C:21]([C:22]2[C:48]3[C:39](=[CH:40][C:41]4[C:46]([N:47]=3)=[C:45]([CH3:49])[CH:44]=[CH:43][CH:42]=4)[CH:38]=[CH:37][CH:36]=2)=[O:26])[N:4]=1. (6) Given the reactants [C:1](OC(=O)C)(=[O:3])[CH3:2].[CH3:8][NH:9][C@H:10]([CH3:39])[CH2:11][O:12][C:13]1[CH:22]=[CH:21][CH:20]=[C:19]2[C:14]=1[C:15]([NH:23][C:24]1[CH:29]=[CH:28][C:27]([O:30][C:31]3[CH:32]=[N:33][C:34]([CH3:37])=[CH:35][CH:36]=3)=[C:26]([CH3:38])[CH:25]=1)=[N:16][CH:17]=[N:18]2.C(=O)([O-])[O-].[K+].[K+], predict the reaction product. The product is: [CH3:8][N:9]([C@H:10]([CH3:39])[CH2:11][O:12][C:13]1[CH:22]=[CH:21][CH:20]=[C:19]2[C:14]=1[C:15]([NH:23][C:24]1[CH:29]=[CH:28][C:27]([O:30][C:31]3[CH:32]=[N:33][C:34]([CH3:37])=[CH:35][CH:36]=3)=[C:26]([CH3:38])[CH:25]=1)=[N:16][CH:17]=[N:18]2)[C:1](=[O:3])[CH3:2].